From a dataset of Full USPTO retrosynthesis dataset with 1.9M reactions from patents (1976-2016). Predict the reactants needed to synthesize the given product. (1) The reactants are: [CH2:1]([O:3][C:4](=[O:14])[C:5]1[CH:10]=[CH:9][C:8]([C:11]#[N:12])=[CH:7][C:6]=1[F:13])[CH3:2].[SH:15][CH:16]([CH3:20])[C:17](O)=[O:18].N1C=CC=CC=1. Given the product [CH2:1]([O:3][C:4](=[O:14])[C:5]1[CH:10]=[CH:9][C:8]([C:11]2[S:15][C:16]([CH3:20])=[C:17]([OH:18])[N:12]=2)=[CH:7][C:6]=1[F:13])[CH3:2], predict the reactants needed to synthesize it. (2) The reactants are: [CH3:1][C:2]1[CH:3]=[CH:4][C:5]([C:8]2[CH:13]=[CH:12][C:11]([CH2:14][CH2:15][CH2:16][OH:17])=[CH:10][CH:9]=2)=[N:6][CH:7]=1.CC1(C)N([O])C(C)(C)CCC1.[Br-].[K+].Cl[O-].[Na+].C(=O)(O)[O-].[Na+]. Given the product [CH3:1][C:2]1[CH:3]=[CH:4][C:5]([C:8]2[CH:13]=[CH:12][C:11]([CH2:14][CH2:15][CH:16]=[O:17])=[CH:10][CH:9]=2)=[N:6][CH:7]=1, predict the reactants needed to synthesize it. (3) Given the product [O:40]=[C:20]1[C@:21]2([C:39]3[C:30](=[CH:31][C:32]4[O:37][CH2:36][CH2:35][O:34][C:33]=4[CH:38]=3)[O:29][CH2:28]2)[C:22]2[C:27](=[CH:26][CH:25]=[CH:24][CH:23]=2)[N:19]1[CH2:2][C:3]1[CH:4]=[C:5]([CH:8]=[CH:9][CH:10]=1)[C:6]#[N:7], predict the reactants needed to synthesize it. The reactants are: Br[CH2:2][C:3]1[CH:4]=[C:5]([CH:8]=[CH:9][CH:10]=1)[C:6]#[N:7].BrCC1CCCCO1.[NH:19]1[C:27]2[C:22](=[CH:23][CH:24]=[CH:25][CH:26]=2)[C@@:21]2([C:39]3[C:30](=[CH:31][C:32]4[O:37][CH2:36][CH2:35][O:34][C:33]=4[CH:38]=3)[O:29][CH2:28]2)[C:20]1=[O:40].N1C2C(=CC=CC=2)C2(COC3C=C4C(=CC2=3)CCO4)C1=O. (4) Given the product [N+:1]([C:4]1[CH:9]=[CH:8][C:7]([C:17]2[CH:18]=[CH:19][C:14]([C:11](=[O:13])[CH3:12])=[CH:15][CH:16]=2)=[CH:6][CH:5]=1)([O-:3])=[O:2], predict the reactants needed to synthesize it. The reactants are: [N+:1]([C:4]1[CH:9]=[CH:8][C:7](Br)=[CH:6][CH:5]=1)([O-:3])=[O:2].[C:11]([C:14]1[CH:19]=[CH:18][C:17](B(O)O)=[CH:16][CH:15]=1)(=[O:13])[CH3:12].